Task: Predict the reaction yield, written as a fraction of the theoretical maximum amount of product (1.0 means a 100% yield; for example, 0.34 means a 34% yield).. Dataset: Reaction yield outcomes from USPTO patents with 853,638 reactions (1) The reactants are [C:1]([O:5][C:6](=[O:19])[CH:7]([O:9][C:10]1[CH:15]=[CH:14][C:13]([C:16]#[N:17])=[C:12]([F:18])[CH:11]=1)[CH3:8])([CH3:4])([CH3:3])[CH3:2].[H][H]. The catalyst is CO.[OH-].[OH-].[Pd+2]. The product is [C:1]([O:5][C:6](=[O:19])[CH:7]([O:9][C:10]1[CH:15]=[CH:14][C:13]([CH2:16][NH2:17])=[C:12]([F:18])[CH:11]=1)[CH3:8])([CH3:2])([CH3:3])[CH3:4]. The yield is 0.950. (2) The reactants are [CH:1]1[C:13]2[N:12]([C@@H:14]([CH2:25][C:26]([O:28][CH2:29][CH2:30][O:31][C:32](=[O:50])[C:33]3[CH:38]=[CH:37][C:36]([NH:39]C(OCC4C=CC=CC=4)=O)=[CH:35][CH:34]=3)=[O:27])[C:15]([O:17]CC3C=CC=CC=3)=[O:16])[C:11]3[C:6](=[CH:7][CH:8]=[CH:9][CH:10]=3)[C:5]=2[CH:4]=[CH:3][CH:2]=1.C(O)(C)C. The catalyst is [Pd].C1COCC1. The product is [NH2:39][C:36]1[CH:35]=[CH:34][C:33]([C:32]([O:31][CH2:30][CH2:29][O:28][C:26](=[O:27])[CH2:25][C@H:14]([N:12]2[C:11]3[CH:10]=[CH:9][CH:8]=[CH:7][C:6]=3[C:5]3[C:13]2=[CH:1][CH:2]=[CH:3][CH:4]=3)[C:15]([OH:17])=[O:16])=[O:50])=[CH:38][CH:37]=1. The yield is 0.960. (3) The reactants are Cl.Cl.[CH3:3][O:4][C:5]1[N:10]=[CH:9][C:8]([N:11]2[CH2:26][CH2:25][C:14]3[N:15]=[CH:16][N:17]=[C:18]([O:19][C@H:20]4[CH2:24][CH2:23][NH:22][CH2:21]4)[C:13]=3[CH2:12]2)=[CH:7][C:6]=1[C:27]([F:30])([F:29])[F:28].Br[C:32]1[CH:37]=[CH:36][CH:35]=[CH:34][N:33]=1.C(N(CC)C(C)C)(C)C. No catalyst specified. The product is [CH3:3][O:4][C:5]1[N:10]=[CH:9][C:8]([N:11]2[CH2:26][CH2:25][C:14]3[N:15]=[CH:16][N:17]=[C:18]([O:19][C@H:20]4[CH2:24][CH2:23][N:22]([C:32]5[CH:37]=[CH:36][CH:35]=[CH:34][N:33]=5)[CH2:21]4)[C:13]=3[CH2:12]2)=[CH:7][C:6]=1[C:27]([F:30])([F:28])[F:29]. The yield is 0.250. (4) The reactants are [Cl:1][C:2]1[CH:25]=[CH:24][CH:23]=[C:22]([Cl:26])[C:3]=1[C:4]([NH:6][CH:7]([CH2:12][C:13]1[CH:18]=[CH:17][C:16]([N+:19]([O-])=O)=[CH:15][CH:14]=1)[C:8]([O:10][CH3:11])=[O:9])=[O:5]. The catalyst is CO.[Pt]. The product is [NH2:19][C:16]1[CH:17]=[CH:18][C:13]([CH2:12][CH:7]([NH:6][C:4](=[O:5])[C:3]2[C:22]([Cl:26])=[CH:23][CH:24]=[CH:25][C:2]=2[Cl:1])[C:8]([O:10][CH3:11])=[O:9])=[CH:14][CH:15]=1. The yield is 1.00. (5) The reactants are [C:1]([C:5]1[CH:6]=[C:7]2[C:12](=[C:13]([F:15])[CH:14]=1)[C:11](=[O:16])[N:10]([C:17]1[C:22]([CH2:23][OH:24])=[C:21]([C:25]3[CH:30]=[C:29]([NH:31][C:32]4[CH:37]=[CH:36][C:35]([CH:38]5[CH2:43][CH2:42][N:41]([CH3:44])[CH2:40][CH2:39]5)=[CH:34][N:33]=4)[C:28](=[O:45])[N:27]([CH3:46])[N:26]=3)[CH:20]=[CH:19][N:18]=1)[N:9]=[CH:8]2)([CH3:4])([CH3:3])[CH3:2].[C:47]([OH:54])(=[O:53])/[CH:48]=[CH:49]/[C:50]([OH:52])=[O:51]. The catalyst is CC(C)=O. The product is [C:47]([OH:54])(=[O:53])/[CH:48]=[CH:49]/[C:50]([OH:52])=[O:51].[C:1]([C:5]1[CH:6]=[C:7]2[C:12](=[C:13]([F:15])[CH:14]=1)[C:11](=[O:16])[N:10]([C:17]1[C:22]([CH2:23][OH:24])=[C:21]([C:25]3[CH:30]=[C:29]([NH:31][C:32]4[CH:37]=[CH:36][C:35]([CH:38]5[CH2:39][CH2:40][N:41]([CH3:44])[CH2:42][CH2:43]5)=[CH:34][N:33]=4)[C:28](=[O:45])[N:27]([CH3:46])[N:26]=3)[CH:20]=[CH:19][N:18]=1)[N:9]=[CH:8]2)([CH3:4])([CH3:2])[CH3:3]. The yield is 0.948. (6) The reactants are S(Cl)([Cl:4])(=O)=O.[C:6]([CH2:11][C:12]([O:14][CH2:15][CH3:16])=[O:13])(=[O:10])[CH:7]([CH3:9])[CH3:8].O.C([O-])(O)=O.[Na+].[C:23]1([CH3:29])C=CC=C[CH:24]=1. No catalyst specified. The product is [Cl:4][CH:11]([C:6](=[O:10])[C:7]1[CH:9]=[CH:29][CH:23]=[CH:24][CH:8]=1)[C:12]([O:14][CH2:15][CH3:16])=[O:13]. The yield is 0.840. (7) The reactants are [C:1]1([C:12]2[CH:17]=[CH:16][CH:15]=[CH:14][CH:13]=2)[CH:6]=[CH:5][C:4]([CH:7]=[CH:8][C:9]([OH:11])=O)=[CH:3][CH:2]=1.[CH3:18][O:19][C:20](=[O:41])[C:21]1[CH:26]=[CH:25][C:24]([OH:27])=[CH:23][C:22]=1[NH:28]C(C1C2C(=CC=CC=2)C=CC=1)=O.C([O-])(O)=O.[Na+]. The catalyst is O=S(Cl)Cl.CC(C)=O. The product is [CH3:18][O:19][C:20](=[O:41])[C:21]1[CH:26]=[CH:25][C:24]([OH:27])=[CH:23][C:22]=1[NH:28][C:9](=[O:11])/[CH:8]=[CH:7]/[C:4]1[CH:3]=[CH:2][C:1]([C:12]2[CH:17]=[CH:16][CH:15]=[CH:14][CH:13]=2)=[CH:6][CH:5]=1. The yield is 0.790. (8) The reactants are C[O:2][C:3]([C@@H:5]1[O:9][C:8](=[O:10])[N:7]([C:11]2[CH:22]=[CH:21][C:14]3[N:15]([CH3:20])[C:16](=[O:19])[CH2:17][S:18][C:13]=3[CH:12]=2)[CH2:6]1)=O.[NH3:23]. The catalyst is CO. The product is [CH3:20][N:15]1[C:14]2[CH:21]=[CH:22][C:11]([N:7]3[CH2:6][C@H:5]([C:3]([NH2:23])=[O:2])[O:9][C:8]3=[O:10])=[CH:12][C:13]=2[S:18][CH2:17][C:16]1=[O:19]. The yield is 0.570. (9) The catalyst is C1COCC1. The reactants are [F:1][C:2]([F:9])([F:8])[C:3]1[N:4]=[CH:5][NH:6][CH:7]=1.[H-].[Na+].Br[CH2:13][C:14]([O:16][CH3:17])=[O:15]. The yield is 0.610. The product is [F:1][C:2]([F:9])([F:8])[C:3]1[N:4]=[CH:5][N:6]([CH2:13][C:14]([O:16][CH3:17])=[O:15])[CH:7]=1.